From a dataset of Full USPTO retrosynthesis dataset with 1.9M reactions from patents (1976-2016). Predict the reactants needed to synthesize the given product. (1) Given the product [Br:1][C:2]1[CH:7]=[N:6][C:5]([CH2:8][CH2:9][CH2:10][CH2:11][N:12]2[CH:16]=[CH:15][N:14]=[N:13]2)=[CH:4][N:3]=1, predict the reactants needed to synthesize it. The reactants are: [Br:1][C:2]1[CH:7]=[N:6][C:5]([CH:8]=[CH:9][CH2:10][CH2:11][N:12]2[CH:16]=[CH:15][N:14]=[N:13]2)=[CH:4][N:3]=1.O. (2) Given the product [ClH:4].[NH2:15][C:16]1[N:21]=[C:20]([O:3][CH3:2])[C:19]([C:23](=[O:39])[CH2:24][CH2:25][CH:26]2[CH2:27][CH2:28][NH:29][CH2:30][CH2:31]2)=[CH:18][C:17]=1[Cl:49], predict the reactants needed to synthesize it. The reactants are: C(Cl)(=O)[C:2]([Cl:4])=[O:3].CS(C)=O.CC(C)(C)C([NH:15][C:16]1[N:21]=[C:20](F)[C:19]([CH:23]([OH:39])[CH2:24][CH2:25][CH:26]2[CH2:31][CH2:30][N:29](C(OC(C)(C)C)=O)[CH2:28][CH2:27]2)=[CH:18][CH:17]=1)=O.C(N(CC)CC)C.[Cl:49]CCl. (3) The reactants are: Br[C:2]1[CH:7]=[CH:6][C:5]([Br:8])=[CH:4][N:3]=1.[CH3:9][O-:10].[Na+]. Given the product [CH3:9][O:10][C:2]1[CH:7]=[CH:6][C:5]([Br:8])=[CH:4][N:3]=1, predict the reactants needed to synthesize it. (4) Given the product [N:13]1([S:19]([C:22]2[CH:28]=[CH:27][C:25]([NH:26][C:2]([NH:29][CH2:30][C:31]3[CH:32]=[CH:33][C:34]([NH:37][C:38](=[O:44])[O:39][C:40]([CH3:41])([CH3:43])[CH3:42])=[N:35][CH:36]=3)=[O:4])=[CH:24][CH:23]=2)(=[O:21])=[O:20])[CH2:14][CH2:15][CH2:16][CH2:17][CH2:18]1, predict the reactants needed to synthesize it. The reactants are: Cl[C:2](Cl)([O:4]C(=O)OC(Cl)(Cl)Cl)Cl.[N:13]1([S:19]([C:22]2[CH:28]=[CH:27][C:25]([NH2:26])=[CH:24][CH:23]=2)(=[O:21])=[O:20])[CH2:18][CH2:17][CH2:16][CH2:15][CH2:14]1.[NH2:29][CH2:30][C:31]1[CH:32]=[CH:33][C:34]([NH:37][C:38](=[O:44])[O:39][C:40]([CH3:43])([CH3:42])[CH3:41])=[N:35][CH:36]=1. (5) Given the product [CH3:1][O:3][C:4]([C:6]1[C:7]([C:24]([F:26])([F:27])[F:25])=[N:8][C:9]([NH:12][CH2:13][CH2:14][CH2:15][C:16]2[CH:21]=[CH:20][CH:19]=[C:18]([OH:22])[CH:17]=2)=[N:10][CH:11]=1)=[O:5], predict the reactants needed to synthesize it. The reactants are: [CH2:1]([O:3][C:4]([C:6]1[C:7]([C:24]([F:27])([F:26])[F:25])=[N:8][C:9]([NH:12][CH2:13][CH2:14][CH2:15][C:16]2[CH:21]=[CH:20][CH:19]=[C:18]([O:22]C)[CH:17]=2)=[N:10][CH:11]=1)=[O:5])C.B(Br)(Br)Br.C(Cl)Cl. (6) Given the product [NH2:1][C:4]1[CH:9]=[C:8]([OH:10])[CH:7]=[CH:6][C:5]=1[OH:11], predict the reactants needed to synthesize it. The reactants are: [N+:1]([C:4]1[CH:9]=[C:8]([OH:10])[CH:7]=[CH:6][C:5]=1[OH:11])([O-])=O.[H][H]. (7) Given the product [CH3:15][CH:16]1[CH:25]=[CH:24][C:23]2[C:18](=[CH:19][CH:20]=[CH:21][C:22]=2[N:26]2[CH2:27][CH2:28][N:29]([C:32]([O:34][C:35]([CH3:36])([CH3:38])[CH3:37])=[O:33])[CH2:30][CH2:31]2)[N:17]1[S:11]([C:2]1[CH:3]=[CH:4][C:5]2[C:10](=[CH:9][CH:8]=[CH:7][CH:6]=2)[CH:1]=1)(=[O:13])=[O:12], predict the reactants needed to synthesize it. The reactants are: [CH:1]1[C:10]2[C:5](=[CH:6][CH:7]=[CH:8][CH:9]=2)[CH:4]=[CH:3][C:2]=1[S:11](Cl)(=[O:13])=[O:12].[CH3:15][CH:16]1[CH2:25][CH2:24][C:23]2[C:18](=[CH:19][CH:20]=[CH:21][C:22]=2[N:26]2[CH2:31][CH2:30][N:29]([C:32]([O:34][C:35]([CH3:38])([CH3:37])[CH3:36])=[O:33])[CH2:28][CH2:27]2)[NH:17]1. (8) Given the product [CH3:1][N:2]([CH3:32])[C:3]1[CH:8]=[C:7]([C:9]2[CH:10]=[N:11][N:12]([C:16]3[CH:31]=[CH:30][C:19]([C:20]([NH:22][CH2:23][CH:24]4[CH2:29][CH2:28][O:27][CH2:26][CH2:25]4)=[O:21])=[CH:18][N:17]=3)[C:13]=2[OH:14])[CH:6]=[CH:5][N:4]=1, predict the reactants needed to synthesize it. The reactants are: [CH3:1][N:2]([CH3:32])[C:3]1[CH:8]=[C:7]([C:9]2[CH:10]=[N:11][N:12]([C:16]3[CH:31]=[CH:30][C:19]([C:20]([NH:22][CH2:23][CH:24]4[CH2:29][CH2:28][O:27][CH2:26][CH2:25]4)=[O:21])=[CH:18][N:17]=3)[C:13]=2[O:14]C)[CH:6]=[CH:5][N:4]=1.[Cl-].[Li+].CC(N(C)C)=O. (9) Given the product [CH:19]1([NH:22][C:23](=[O:40])[C:24]2[CH:29]=[CH:28][C:27]([CH3:30])=[C:26]([C:2]3[CH:3]=[C:4]4[C:9](=[CH:10][CH:11]=3)[C:8]([N:12]3[CH2:17][CH2:16][CH2:15][CH2:14][C@@H:13]3[CH3:18])=[N:7][N:6]=[CH:5]4)[CH:25]=2)[CH2:20][CH2:21]1, predict the reactants needed to synthesize it. The reactants are: Cl[C:2]1[CH:3]=[C:4]2[C:9](=[CH:10][CH:11]=1)[C:8]([N:12]1[CH2:17][CH2:16][CH2:15][CH2:14][C@@H:13]1[CH3:18])=[N:7][N:6]=[CH:5]2.[CH:19]1([NH:22][C:23](=[O:40])[C:24]2[CH:29]=[CH:28][C:27]([CH3:30])=[C:26](B3OC(C)(C)C(C)(C)O3)[CH:25]=2)[CH2:21][CH2:20]1.C(=O)([O-])[O-].[K+].[K+].C1(P(C2CCCCC2)C2C=CC=CC=2C2C=CC=CC=2C)CCCCC1.